From a dataset of Catalyst prediction with 721,799 reactions and 888 catalyst types from USPTO. Predict which catalyst facilitates the given reaction. (1) Reactant: [F:1][C:2]1[CH:3]=[C:4]([C:10]2[N:11]=[C:12]([CH3:20])[C:13]3[CH2:18][C:17](=[O:19])[NH:16][C:14]=3[N:15]=2)[CH:5]=[CH:6][C:7]=1[O:8][CH3:9].[CH2:21]([O:28][C:29]1[CH:34]=[CH:33][CH:32]=[C:31](I)[CH:30]=1)[C:22]1[CH:27]=[CH:26][CH:25]=[CH:24][CH:23]=1.[F-].[Cs+].NC1CCCCC1N. The catalyst class is: 185. Product: [CH2:21]([O:28][C:29]1[CH:30]=[C:31]([N:16]2[C:14]3[N:15]=[C:10]([C:4]4[CH:5]=[CH:6][C:7]([O:8][CH3:9])=[C:2]([F:1])[CH:3]=4)[N:11]=[C:12]([CH3:20])[C:13]=3[CH2:18][C:17]2=[O:19])[CH:32]=[CH:33][CH:34]=1)[C:22]1[CH:27]=[CH:26][CH:25]=[CH:24][CH:23]=1. (2) Reactant: [Br:1][C:2]1[CH:3]=[CH:4][C:5]([F:28])=[C:6]([CH:8]([C:10]2[CH:15]=[CH:14][C:13]([C:16]#[C:17][Si:18]([CH:25]([CH3:27])[CH3:26])([CH:22]([CH3:24])[CH3:23])[CH:19]([CH3:21])[CH3:20])=[CH:12][CH:11]=2)O)[CH:7]=1.C([SiH](CC)CC)C.FC(F)(F)C(O)=O. Product: [Br:1][C:2]1[CH:3]=[CH:4][C:5]([F:28])=[C:6]([CH:7]=1)[CH2:8][C:10]1[CH:15]=[CH:14][C:13]([C:16]#[C:17][Si:18]([CH:25]([CH3:27])[CH3:26])([CH:22]([CH3:23])[CH3:24])[CH:19]([CH3:20])[CH3:21])=[CH:12][CH:11]=1. The catalyst class is: 4. (3) Reactant: [Cl:1][C:2]1[C:14]2[C:13]3[C:8](=[CH:9][CH:10]=[CH:11][CH:12]=3)[C@@:7]([C:16]([F:19])([F:18])[F:17])([OH:15])[C:6]=2[CH:5]=[C:4]([OH:20])[CH:3]=1.C1(C)C=CC(S(O[CH2:31][CH2:32][C:33]([OH:36])([CH3:35])[CH3:34])(=O)=O)=CC=1.C(=O)([O-])[O-].[K+].[K+].O. Product: [Cl:1][C:2]1[C:14]2[C:13]3[C:8](=[CH:9][CH:10]=[CH:11][CH:12]=3)[C@@:7]([C:16]([F:18])([F:19])[F:17])([OH:15])[C:6]=2[CH:5]=[C:4]([O:20][CH2:31][CH2:32][C:33]([OH:36])([CH3:35])[CH3:34])[CH:3]=1. The catalyst class is: 9. (4) Reactant: [H-].[H-].[H-].[H-].[Li+].[Al+3].C[O:8][C:9]([C:11]1[CH:12]=[CH:13][C:14]2[O:19][C:18]([F:21])([F:20])[O:17][C:16]([F:23])([F:22])[C:15]=2[CH:24]=1)=O.O.[OH-].[Na+]. Product: [F:21][C:18]1([F:20])[O:17][C:16]([F:22])([F:23])[C:15]2[CH:24]=[C:11]([CH2:9][OH:8])[CH:12]=[CH:13][C:14]=2[O:19]1. The catalyst class is: 1. (5) Reactant: [OH:1][C:2]([C:4]([F:7])([F:6])[F:5])=[O:3].[F:8][C:9]1[CH:10]=[C:11]([CH:14]=[CH:15][C:16]=1[O:17][CH:18]1[CH2:23][CH2:22][N:21]([C:24]2[N:29]=[C:28]3[CH2:30][NH:31][CH2:32][CH2:33][C:27]3=[N:26][C:25]=2[NH:34][CH:35]([CH3:37])[CH3:36])[CH2:20][CH2:19]1)[C:12]#[N:13].C=O.CCN(C(C)C)C(C)C.C(O[BH-](OC(=O)C)OC(=O)C)(=O)C.[Na+]. Product: [F:8][C:9]1[CH:10]=[C:11]([CH:14]=[CH:15][C:16]=1[O:17][CH:18]1[CH2:19][CH2:20][N:21]([C:24]2[N:29]=[C:28]3[CH2:30][N:31]([CH3:2])[CH2:32][CH2:33][C:27]3=[N:26][C:25]=2[NH:34][CH:35]([CH3:37])[CH3:36])[CH2:22][CH2:23]1)[C:12]#[N:13].[C:2]([OH:3])([C:4]([F:7])([F:6])[F:5])=[O:1]. The catalyst class is: 5. (6) Reactant: C(OC(=O)C)(=O)C.CN([C@@H](C(C)C)C[C@H](C1SC=C(C(N[C@@H:39]([CH2:46][C:47]2[CH:52]=[CH:51][CH:50]=[CH:49][CH:48]=2)[CH2:40][C@H:41]([CH3:45])[C:42]([OH:44])=[O:43])=O)N=1)O)C(=O)[C@@H](NC([C@H]1CCCCN1C)=O)[C@@H](C)CC. Product: [CH3:45][CH:41]([CH2:40][CH2:39][CH2:46][C:47]1[CH:48]=[CH:49][CH:50]=[CH:51][CH:52]=1)[C:42]([OH:44])=[O:43]. The catalyst class is: 17. (7) Reactant: [Cl:1][C:2]1[C:7]([O:8][CH3:9])=[CH:6][C:5]([O:10][CH3:11])=[C:4]([Cl:12])[C:3]=1[C:13]1[C:24](=[O:25])[N:23]([CH2:26][CH2:27][N:28]([CH:35]2[CH2:38][N:37]([C:39](=[O:42])[CH:40]=[CH2:41])[CH2:36]2)C(=O)C(F)(F)F)[C:16]2[N:17]=[C:18]([NH:21][CH3:22])[N:19]=[CH:20][C:15]=2[CH:14]=1.C([O-])([O-])=O.[K+].[K+]. Product: [Cl:12][C:4]1[C:5]([O:10][CH3:11])=[CH:6][C:7]([O:8][CH3:9])=[C:2]([Cl:1])[C:3]=1[C:13]1[C:24](=[O:25])[N:23]([CH2:26][CH2:27][NH:28][CH:35]2[CH2:36][N:37]([C:39](=[O:42])[CH:40]=[CH2:41])[CH2:38]2)[C:16]2[N:17]=[C:18]([NH:21][CH3:22])[N:19]=[CH:20][C:15]=2[CH:14]=1. The catalyst class is: 24. (8) Reactant: [F:1][C:2]([F:10])([F:9])[C:3]([CH3:8])([CH3:7])[C:4](O)=[O:5].C(Cl)(=O)C([Cl:14])=O. Product: [F:1][C:2]([F:10])([F:9])[C:3]([CH3:8])([CH3:7])[C:4]([Cl:14])=[O:5]. The catalyst class is: 85. (9) Reactant: [Cl:1][C:2]1[CH:7]=[CH:6][CH:5]=[CH:4][C:3]=1[O:8][C:9]([F:12])([F:11])[F:10].[Li]CCCC.[I:18]I. Product: [Cl:1][C:2]1[C:3]([O:8][C:9]([F:11])([F:10])[F:12])=[CH:4][CH:5]=[CH:6][C:7]=1[I:18]. The catalyst class is: 1. (10) Reactant: [Na].[C:2]([C@@H:6]1[CH2:11][CH2:10][C:9]([C:12]2[CH:17]=[CH:16][C:15]([CH:18]([C:35](=[O:51])[NH:36][C:37]3[CH:42]=[CH:41][C:40]([C:43]4[CH:48]=[CH:47][C:46]([Cl:49])=[CH:45][C:44]=4[CH3:50])=[CH:39][CH:38]=3)[CH2:19][C:20]3[CH:34]=[CH:33][C:23]([C:24]([NH:26][CH2:27][CH2:28][S:29]([O-:32])(=[O:31])=[O:30])=[O:25])=[CH:22][CH:21]=3)=[CH:14][CH:13]=2)=[CH:8][CH2:7]1)([CH3:5])([CH3:4])[CH3:3]. Product: [C:2]([C@@H:6]1[CH2:11][CH2:10][C:9]([C:12]2[CH:13]=[CH:14][C:15]([C@@H:18]([C:35](=[O:51])[NH:36][C:37]3[CH:38]=[CH:39][C:40]([C:43]4[CH:48]=[CH:47][C:46]([Cl:49])=[CH:45][C:44]=4[CH3:50])=[CH:41][CH:42]=3)[CH2:19][C:20]3[CH:34]=[CH:33][C:23]([C:24]([NH:26][CH2:27][CH2:28][S:29]([O-:32])(=[O:31])=[O:30])=[O:25])=[CH:22][CH:21]=3)=[CH:16][CH:17]=2)=[CH:8][CH2:7]1)([CH3:5])([CH3:4])[CH3:3].[NH4+:26]. The catalyst class is: 3.